This data is from Full USPTO retrosynthesis dataset with 1.9M reactions from patents (1976-2016). The task is: Predict the reactants needed to synthesize the given product. (1) Given the product [F:1][C:2]([F:13])([C:6]1[CH:11]=[CH:10][C:9]([F:12])=[CH:8][CH:7]=1)[C:3]([Cl:17])=[O:4], predict the reactants needed to synthesize it. The reactants are: [F:1][C:2]([F:13])([C:6]1[CH:11]=[CH:10][C:9]([F:12])=[CH:8][CH:7]=1)[C:3](O)=[O:4].C(Cl)(=O)C([Cl:17])=O.CN(C=O)C. (2) Given the product [CH3:13][C:11]1[NH:8][C:3]2=[N:4][CH:5]=[CH:6][CH:7]=[C:2]2[C:10]=1[C:9]([O:15][CH3:16])=[O:14], predict the reactants needed to synthesize it. The reactants are: I[C:2]1[C:3]([NH2:8])=[N:4][CH:5]=[CH:6][CH:7]=1.[C:9]([O:15][CH3:16])(=[O:14])[CH2:10][C:11]([CH3:13])=O.C1(C2C(O)=CC=C3C=2C=CC=C3)C(O)=CC=C2C=1C=CC=C2.C(=O)([O-])[O-].[Cs+].[Cs+]. (3) Given the product [CH2:29]([N:17]1[C:16](=[O:36])[C:15]([C:12]2[CH:13]=[CH:14][C:9]([O:8][C:6]3[CH:5]=[CH:4][N:3]=[C:2]([NH:1][C:41]([N:40]4[CH2:43][CH2:44][CH2:38][CH2:39]4)=[O:47])[CH:7]=3)=[C:10]([F:37])[CH:11]=2)=[CH:20][N:19]=[C:18]1[NH:21][C:22]1[CH:23]=[CH:24][C:25]([F:28])=[CH:26][CH:27]=1)[C:30]1[CH:35]=[CH:34][CH:33]=[CH:32][CH:31]=1, predict the reactants needed to synthesize it. The reactants are: [NH2:1][C:2]1[CH:7]=[C:6]([O:8][C:9]2[CH:14]=[CH:13][C:12]([C:15]3[C:16](=[O:36])[N:17]([CH2:29][C:30]4[CH:35]=[CH:34][CH:33]=[CH:32][CH:31]=4)[C:18]([NH:21][C:22]4[CH:27]=[CH:26][C:25]([F:28])=[CH:24][CH:23]=4)=[N:19][CH:20]=3)=[CH:11][C:10]=2[F:37])[CH:5]=[CH:4][N:3]=1.[CH3:38][CH2:39][N:40]([CH2:43][CH3:44])[CH2:41]C.ClC(OC1C=CC=CC=1)=[O:47].N1CCCC1. (4) Given the product [CH3:6][O:7][C:8]([C:10]1[S:11][C:12]([Br:18])=[CH:13][C:14]=1[NH2:15])=[O:9], predict the reactants needed to synthesize it. The reactants are: O.O.[Sn](Cl)Cl.[CH3:6][O:7][C:8]([C:10]1[S:11][C:12]([Br:18])=[CH:13][C:14]=1[N+:15]([O-])=O)=[O:9].